From a dataset of Forward reaction prediction with 1.9M reactions from USPTO patents (1976-2016). Predict the product of the given reaction. (1) Given the reactants [CH2:1]([O:3][C:4](=[O:25])[CH2:5][C:6]1[CH:11]=[CH:10][CH:9]=[C:8]([O:12][C:13]2[CH:18]=[CH:17][C:16]([C:19]([F:22])([F:21])[F:20])=[CH:15][C:14]=2[CH2:23][NH2:24])[CH:7]=1)[CH3:2].[Cl:26][C:27]1[CH:32]=[CH:31][C:30]([S:33](Cl)(=[O:35])=[O:34])=[CH:29][CH:28]=1.C(N(CC)CC)C, predict the reaction product. The product is: [CH2:1]([O:3][C:4](=[O:25])[CH2:5][C:6]1[CH:11]=[CH:10][CH:9]=[C:8]([O:12][C:13]2[CH:18]=[CH:17][C:16]([C:19]([F:20])([F:21])[F:22])=[CH:15][C:14]=2[CH2:23][NH:24][S:33]([C:30]2[CH:31]=[CH:32][C:27]([Cl:26])=[CH:28][CH:29]=2)(=[O:35])=[O:34])[CH:7]=1)[CH3:2]. (2) The product is: [C:1]1([CH:7]([C:9]2[CH:10]=[CH:11][CH:12]=[CH:13][CH:14]=2)[CH2:8][Si:24]([CH2:27][CH3:28])([CH2:25][CH3:26])[CH2:23][CH3:22])[CH:6]=[CH:5][CH:4]=[CH:3][CH:2]=1.[C:22]1([C:21]([C:15]2[CH:16]=[CH:17][CH:18]=[CH:19][CH:20]=2)=[CH2:26])[CH:23]=[CH:29][CH:30]=[CH:32][CH:31]=1. Given the reactants [C:1]1([C:7]([C:9]2[CH:14]=[CH:13][CH:12]=[CH:11][CH:10]=2)=[CH2:8])[CH:6]=[CH:5][CH:4]=[CH:3][CH:2]=1.[CH:15]1([C:21]2[CH:26]=[CH:25][Si:24]([CH2:27][CH3:28])=[C:23]([CH2:29][CH3:30])[C:22]=2[CH2:31][CH3:32])[CH:20]=[CH:19][CH2:18][CH:17]=[CH:16]1, predict the reaction product.